Dataset: Forward reaction prediction with 1.9M reactions from USPTO patents (1976-2016). Task: Predict the product of the given reaction. (1) Given the reactants [Cl:1][C:2]1[CH:10]=[C:9]2[C:5]([CH2:6][CH2:7][C@H:8]2[OH:11])=[CH:4][CH:3]=1.[H-].[Na+].[F:14][C:15]1[CH:22]=[CH:21][CH:20]=[C:19](F)[C:16]=1[C:17]#[N:18], predict the reaction product. The product is: [F:14][C:15]1[CH:22]=[CH:21][C:20]([O:11][C@H:8]2[C:9]3[C:5](=[CH:4][CH:3]=[C:2]([Cl:1])[CH:10]=3)[CH2:6][CH2:7]2)=[CH:19][C:16]=1[C:17]#[N:18]. (2) The product is: [CH2:16]([O:15][CH2:14][N:10]1[C:6]2[N:7]=[CH:8][N:9]=[C:4]([Cl:3])[C:5]=2[CH:12]=[CH:11]1)[C:17]1[CH:22]=[CH:21][CH:20]=[CH:19][CH:18]=1. Given the reactants [H-].[Na+].[Cl:3][C:4]1[C:5]2[CH:12]=[CH:11][NH:10][C:6]=2[N:7]=[CH:8][N:9]=1.Cl[CH2:14][O:15][CH2:16][C:17]1[CH:22]=[CH:21][CH:20]=[CH:19][CH:18]=1, predict the reaction product.